Dataset: Full USPTO retrosynthesis dataset with 1.9M reactions from patents (1976-2016). Task: Predict the reactants needed to synthesize the given product. (1) Given the product [N:33]1[CH:34]=[CH:35][CH:36]=[N:37][C:32]=1[N:29]1[CH2:30][CH2:31][N:26]([CH2:25][C:22]2[CH:23]=[CH:24][C:19]([CH2:18][NH:17][CH:5]=[O:7])=[CH:20][CH:21]=2)[CH2:27][CH2:28]1, predict the reactants needed to synthesize it. The reactants are: C(O[C:5](=[O:7])C)(=O)C.C(O)=O.C(OC(=O)C)=O.[NH2:17][CH2:18][C:19]1[CH:24]=[CH:23][C:22]([CH2:25][N:26]2[CH2:31][CH2:30][N:29]([C:32]3[N:37]=[CH:36][CH:35]=[CH:34][N:33]=3)[CH2:28][CH2:27]2)=[CH:21][CH:20]=1. (2) Given the product [CH3:43][C:28]([NH:27][CH2:21][CH:20]([C:11]1[C:12]2[O:17][CH2:16][C:15](=[O:18])[NH:14][C:13]=2[CH:19]=[C:9]([OH:8])[CH:10]=1)[OH:26])([CH3:42])[CH2:29][CH2:30][CH2:31][N:32]1[C:36]2[CH:37]=[CH:38][CH:39]=[CH:40][C:35]=2[NH:34][C:33]1=[O:41], predict the reactants needed to synthesize it. The reactants are: C([O:8][C:9]1[CH:10]=[C:11]([CH:20]([OH:26])[CH:21](OCC)O)[C:12]2[O:17][CH2:16][C:15](=[O:18])[NH:14][C:13]=2[CH:19]=1)C1C=CC=CC=1.[NH2:27][C:28]([CH3:43])([CH3:42])[CH2:29][CH2:30][CH2:31][N:32]1[C:36]2[CH:37]=[CH:38][CH:39]=[CH:40][C:35]=2[NH:34][C:33]1=[O:41].